Dataset: Experimentally validated miRNA-target interactions with 360,000+ pairs, plus equal number of negative samples. Task: Binary Classification. Given a miRNA mature sequence and a target amino acid sequence, predict their likelihood of interaction. (1) The miRNA is hsa-miR-3613-5p with sequence UGUUGUACUUUUUUUUUUGUUC. The protein sequence of the target gene is MQRPGEPGAARFGPPEGCADHRPHRYRSFMIEEILTEPPGPKGAAPAAAAAAAGELLKFGVQALLAARPFHSHLAVLKAEQAAVFKFPLAPLGCSGLSSALLAAGPGLPGAAGAPHLPLELQLRGKLEAAGPGEPGTKAKKGRRSRTVFTELQLMGLEKRFEKQKYLSTPDRIDLAESLGLSQLQVKTWYQNRRMKWKKIVLQGGGLESPTKPKGRPKKNSIPTSEQLTEQERAKDAEKPAEVPGEPSDRSRED. Result: 0 (no interaction). (2) The miRNA is hsa-miR-4531 with sequence AUGGAGAAGGCUUCUGA. The protein sequence of the target gene is MSNVSEERRKRQQNIKEGLQFIQSPLSYPGTQEQYAVYLRALVRNLFNEGNDVYREHDWNNSISQYTEALNIADYAKSEEILIPKEIIEKLYINRIACYSNMGFHDKVLEDCNIVLSLNASNCKALYRKSKALSDLGRYKKAYDAVAKCSLAVPQDEHVIKLTQELAQKLGFKIRKAYVRAELSLKSVPGDGATKALNHSVEDIEPDLLTPRQEAVPVVSLPAPSFSHEVGSELASVPVMPLTSILPLQVEESALPSAVLANGGKMPFTMPEAFLDDGDMVLGDELDDLLDSAPETNETV.... Result: 0 (no interaction). (3) The miRNA is hsa-miR-654-3p with sequence UAUGUCUGCUGACCAUCACCUU. Result: 0 (no interaction). The protein sequence of the target gene is MAHIPSGGAPAAGAAPMGPQYCVCKVELSVSGQNLLDRDVTSKSDPFCVLFTENNGRWIEYDRTETAINNLNPAFSKKFVLDYHFEEVQKLKFALFDQDKSSMRLDEHDFLGQFSCSLGTIVSSKKITRPLLLLNDKPAGKGLITIAAQELSDNRVITLSLAGRRLDKKDLFGKSDPFLEFYKPGDDGKWMLVHRTEVIKYTLDPVWKPFTVPLVSLCDGDMEKPIQVMCYDYDNDGGHDFIGEFQTSVSQMCEARDSVPLEFECINPKKQRKKKNYKNSGIIILRSCKINRDYSFLDYI.... (4) The miRNA is hsa-miR-142-3p with sequence UGUAGUGUUUCCUACUUUAUGGA. The protein sequence of the target gene is METIWIYQFRLIVIGDSTVGKSCLLHRFTQGRFPGLRSPACDPTVGVDFFSRLLEIEPGKRIKLQLWDTAGQERFRSITRSYYRNSVGGFLVFDITNRRSFEHVKDWLEEAKMYVQPFRIVFLLVGHKCDLASQRQVTREEAEKLSADCGMKYIETSAKDATNVEESFTILTRDIYELIKKGEICIQDGWEGVKSGFVPNTVHSSEEAVKPRKECFC. Result: 1 (interaction). (5) The miRNA is hsa-miR-182-3p with sequence UGGUUCUAGACUUGCCAACUA. The protein sequence of the target gene is MAENTEGDLNSNLLHAPYHTGDPQLDTAIGQWLRWDKNPKTKEQIENLLRNGMNKELRDRLCCRMTFGTAGLRSAMGAGFCYINDLTVIQSTQGMYKYLERCFSDFKQRGFVVGYDTRGQVTSSCSSQRLAKLTAAVLLAKDVPVYLFSRYVPTPFVPYAVQKLKAVAGVMITASHNRKEDNGYKVYWETGAQITSPHDKEILKCIEECVEPWNGSWNDNLVDTSPLKRDPLQDICRRYMEDLKKICFYRELNSKTTLKFVHTSFHGVGHDYVQLAFKVFGFKPPIPVPEQKDPDPDFST.... Result: 1 (interaction). (6) The protein sequence of the target gene is MGDLSSLTPGGSMGLQVNRGSQSSLEGAPATAPEPHSLGILHASYSVSHRVRPWWDITSCRQQWTRQILKDVSLYVESGQIMCILGSSGSGKTTLLDAMSGRLGRAGTFLGEVYVNGRALRREQFQDCFSYVLQSDTLLSSLTVRETLHYTALLAIRRGNPGSFQKKVEAVMAELSLSHVADRLIGNYSLGGISTGERRRVSIAAQLLQDPKVMLFDEPTTGLDCMTANQIVVLLVELARRNRIVVLTIHQPRSELFQLFDKIAILSFGELIFCGTPAEMLDFFNDCGYPCPEHSNPFDF.... Result: 0 (no interaction). The miRNA is mmu-miR-188-5p with sequence CAUCCCUUGCAUGGUGGAGGG. (7) The miRNA is hsa-miR-6509-3p with sequence UUCCACUGCCACUACCUAAUUU. The protein sequence of the target gene is MSFALEETLESDWVAVRPHVFDEREKHKFVFIVAWNEIEGKFAITCHNRTAQRQRSGSREQAGARGGAEAGGAASDGSRGPGSPAGRGRPEATASATLVRSPGPRRSSAWAEGGSPRSTRSLLGDPRLRSPGSKGAESRLRSPVRAKPIPGQKTSEADDAAGAAAAAARPAPREAQVSSVRIVSASGTVSEEIEVLEMVKEDEAPLALSDAEQPPPATELESPAEECSWAGLFSFQDLRAVHQQLCSVNSQLEPCLPVFPEEPSGMWTVLFGGAPEMTEQEIDTLCYQLQVYLGHGLDTC.... Result: 1 (interaction). (8) The miRNA is hsa-miR-519d-3p with sequence CAAAGUGCCUCCCUUUAGAGUG. The protein sequence of the target gene is MSTVGLFHFPTPLTRICPAPWGLRLWEKLTLLSPGIAVTPVQMAGKKDYPALLSLDENELEEQFVKGHGPGGQATNKTSNCVVLKHIPSGIVVKCHQTRSVDQNRKLARKILQEKVDVFYNGENSPVHKEKREAAKKKQERKKRAKETLEKKKLLKELWESSKKVH. Result: 1 (interaction). (9) The miRNA is hsa-miR-1301-3p with sequence UUGCAGCUGCCUGGGAGUGACUUC. The protein sequence of the target gene is MGPAGSALSSGQMQMQMVLWGSLAAVAMFFLITFLILLCSSCDRDKKPRQHSGDHESLMNVPSDKEMFSHSATSLTTDALASSEQNGVLTNGDILSEDSTMTCMQHYEEVQTSASDLLDSQDSTGKAKCHQSRELPRIPPENAVDAMLTARAADGDSGPGVEGPYEVLKDSSSQENMVEDCLYETVKEIKEVADKSQGGKSKSTSALKELQGAHAEGKADFAEYASVDRNKKCRHSTNAESILGTSSDLDEETPPPVPVKLLDENANLPEKGEHGAEEQAPEAPSGHSKRFSSLSYKSRE.... Result: 0 (no interaction).